This data is from Forward reaction prediction with 1.9M reactions from USPTO patents (1976-2016). The task is: Predict the product of the given reaction. (1) Given the reactants C[O:2][C:3]([C@H:5]1[CH2:10][CH2:9][C@H:8]([O:11][C:12]2[CH:13]=[N:14][CH:15]=[C:16]([Cl:18])[CH:17]=2)[CH2:7][CH2:6]1)=O.O.[NH2:20][NH2:21], predict the reaction product. The product is: [Cl:18][C:16]1[CH:17]=[C:12]([O:11][C@H:8]2[CH2:9][CH2:10][C@H:5]([C:3]([NH:20][NH2:21])=[O:2])[CH2:6][CH2:7]2)[CH:13]=[N:14][CH:15]=1. (2) Given the reactants [NH2:1][C:2]1[CH:11]=[CH:10][C:5]2=[N:6][C:7](=[O:9])[N:8]=[C:4]2[CH:3]=1.C(N(CC)CC)C.[CH2:19]([CH:29](CCCCCCCCCCCC)[C:30](Cl)=[O:31])[CH2:20][CH2:21][CH2:22][CH2:23][CH2:24][CH2:25][CH2:26][CH2:27][CH3:28], predict the reaction product. The product is: [C:30]([NH:1][C:2]1[CH:11]=[CH:10][C:5]2=[N:6][C:7](=[O:9])[N:8]=[C:4]2[CH:3]=1)(=[O:31])[CH2:29][CH2:19][CH2:20][CH2:21][CH2:22][CH2:23][CH2:24][CH2:25][CH2:26][CH2:27][CH3:28]. (3) Given the reactants [CH3:1][O:2][C:3]1[CH:4]=[C:5]2[C:9](=[CH:10][C:11]=1[O:12][CH3:13])[N:8]([CH3:14])[CH:7]=[C:6]2[C:15]1[N:29](S(C2C=CC(C)=CC=2)(=O)=O)[C:18]2=[N:19][CH:20]=[CH:21][C:22]([CH2:23][N:24]([CH2:27][CH3:28])[CH2:25][CH3:26])=[C:17]2[CH:16]=1.[OH-].[K+], predict the reaction product. The product is: [CH3:1][O:2][C:3]1[CH:4]=[C:5]2[C:9](=[CH:10][C:11]=1[O:12][CH3:13])[N:8]([CH3:14])[CH:7]=[C:6]2[C:15]1[NH:29][C:18]2=[N:19][CH:20]=[CH:21][C:22]([CH2:23][N:24]([CH2:25][CH3:26])[CH2:27][CH3:28])=[C:17]2[CH:16]=1. (4) Given the reactants [F:1][C:2]1[CH:7]=[CH:6][CH:5]=[CH:4][C:3]=1[S:8][CH2:9][C@@H:10]1[C@H:17]2[C@@H:13]([O:14]C(C)(C)[O:16]2)[C@H:12]([N:20]2[CH:28]=[N:27][C:26]3[C:21]2=[N:22][CH:23]=[N:24][C:25]=3[NH:29][CH:30]2[CH2:34][CH2:33][CH2:32][CH2:31]2)[O:11]1, predict the reaction product. The product is: [CH:30]1([NH:29][C:25]2[N:24]=[CH:23][N:22]=[C:21]3[C:26]=2[N:27]=[CH:28][N:20]3[CH:12]2[C@H:13]([OH:14])[C@H:17]([OH:16])[C@@H:10]([CH2:9][S:8][C:3]3[CH:4]=[CH:5][CH:6]=[CH:7][C:2]=3[F:1])[O:11]2)[CH2:34][CH2:33][CH2:32][CH2:31]1. (5) Given the reactants [NH2:1][C:2]1[N:7]=[CH:6][N:5]=[C:4]2[N:8]([C@H:12]3[CH2:16][CH2:15][N:14]([C:17](=[O:24])[CH:18]=[CH:19][CH2:20][N:21]([CH3:23])[CH3:22])[CH2:13]3)[N:9]=[C:10](I)[C:3]=12.[C:25]([C:27]1[CH:32]=[CH:31][CH:30]=[C:29]([O:33][CH3:34])[CH:28]=1)#[CH:26].C(N(CC)CC)C, predict the reaction product. The product is: [NH2:1][C:2]1[N:7]=[CH:6][N:5]=[C:4]2[N:8]([C@H:12]3[CH2:16][CH2:15][N:14]([C:17](=[O:24])[CH:18]=[CH:19][CH2:20][N:21]([CH3:23])[CH3:22])[CH2:13]3)[N:9]=[C:10]([C:26]#[C:25][C:27]3[CH:32]=[CH:31][CH:30]=[C:29]([O:33][CH3:34])[CH:28]=3)[C:3]=12.